Dataset: Carcinogenicity classification data from Lagunin et al.. Task: Regression/Classification. Given a drug SMILES string, predict its toxicity properties. Task type varies by dataset: regression for continuous values (e.g., LD50, hERG inhibition percentage) or binary classification for toxic/non-toxic outcomes (e.g., AMES mutagenicity, cardiotoxicity, hepatotoxicity). Dataset: carcinogens_lagunin. The drug is Cc1ccc(/N=N/c2c(O)c(S(=O)(=O)O)cc3cc(S(=O)(=O)O)ccc23)c(C)c1. The result is 1 (carcinogenic).